From a dataset of Cav3 T-type calcium channel HTS with 100,875 compounds. Binary Classification. Given a drug SMILES string, predict its activity (active/inactive) in a high-throughput screening assay against a specified biological target. (1) The molecule is S(C=1N(CCN1)C(=O)c1cc(OCC)c(OCC)c(OCC)c1)C. The result is 0 (inactive). (2) The drug is Clc1ccc(S(=O)(=O)N(CC(=O)NCC2OCCC2)c2ccc(OCC)cc2)cc1. The result is 0 (inactive).